Dataset: Forward reaction prediction with 1.9M reactions from USPTO patents (1976-2016). Task: Predict the product of the given reaction. (1) Given the reactants [H-].[Na+].[SH:3][CH2:4][CH2:5][CH2:6][CH2:7][CH2:8][CH2:9][CH2:10][CH2:11][CH2:12][CH2:13][CH2:14][OH:15].[F:16][C:17]([F:22])([F:21])[CH2:18][CH2:19]I, predict the reaction product. The product is: [F:16][C:17]([F:22])([F:21])[CH2:18][CH2:19][S:3][CH2:4][CH2:5][CH2:6][CH2:7][CH2:8][CH2:9][CH2:10][CH2:11][CH2:12][CH2:13][CH2:14][OH:15]. (2) Given the reactants [F:1][C:2]1[CH:7]=[C:6]([S:8]([CH3:11])(=[O:10])=[O:9])[CH:5]=[CH:4][C:3]=1[NH:12][C:13]1[C:14]2[NH:21][CH:20]=[C:19]([CH:22]3[CH2:27][CH2:26][N:25]([C:28]([O:30][C:31]([CH3:34])([CH3:33])[CH3:32])=[O:29])[CH2:24][CH2:23]3)[C:15]=2[N:16]=[CH:17][N:18]=1.[H-].[Na+].[CH3:37][S:38](Cl)(=[O:40])=[O:39], predict the reaction product. The product is: [F:1][C:2]1[CH:7]=[C:6]([S:8]([CH3:11])(=[O:9])=[O:10])[CH:5]=[CH:4][C:3]=1[NH:12][C:13]1[C:14]2[N:21]([S:38]([CH3:37])(=[O:40])=[O:39])[CH:20]=[C:19]([CH:22]3[CH2:23][CH2:24][N:25]([C:28]([O:30][C:31]([CH3:34])([CH3:33])[CH3:32])=[O:29])[CH2:26][CH2:27]3)[C:15]=2[N:16]=[CH:17][N:18]=1. (3) Given the reactants Br[C:2]1[C:7]([O:8][CH3:9])=[CH:6][CH:5]=[CH:4][N:3]=1.C([Li])CCC.[CH2:15]([O:17][C:18]1[CH:19]=[C:20]([C:27]2[S:28][CH:29]=[C:30]([CH2:32][CH2:33][CH:34]=[O:35])[N:31]=2)[CH:21]=[CH:22][C:23]=1[O:24][CH2:25][CH3:26])[CH3:16].[Cl-].[NH4+], predict the reaction product. The product is: [CH2:15]([O:17][C:18]1[CH:19]=[C:20]([C:27]2[S:28][CH:29]=[C:30]([CH2:32][CH2:33][CH:34]([C:2]3[C:7]([O:8][CH3:9])=[CH:6][CH:5]=[CH:4][N:3]=3)[OH:35])[N:31]=2)[CH:21]=[CH:22][C:23]=1[O:24][CH2:25][CH3:26])[CH3:16]. (4) Given the reactants [NH:1]1[CH2:6][CH2:5][CH2:4][C@@H:3]([C:7]([O:9][CH2:10][CH3:11])=[O:8])[CH2:2]1.[NH2:12][C:13]1[C:18]([N+:19]([O-:21])=[O:20])=[CH:17][CH:16]=[C:15](Cl)[N:14]=1.C(N(CC)CC)C, predict the reaction product. The product is: [NH2:12][C:13]1[N:14]=[C:15]([N:1]2[CH2:6][CH2:5][CH2:4][C@@H:3]([C:7]([O:9][CH2:10][CH3:11])=[O:8])[CH2:2]2)[CH:16]=[CH:17][C:18]=1[N+:19]([O-:21])=[O:20]. (5) Given the reactants [Li+].[OH-].C[O:4][C:5]([C:7]1[CH2:8][N:9]([C:32]([O:34][C:35]([CH3:38])([CH3:37])[CH3:36])=[O:33])[CH2:10][CH2:11][C:12]=1[C:13]1[CH:18]=[CH:17][C:16]([O:19][CH2:20][CH2:21][O:22][C:23]2[C:28]([Cl:29])=[CH:27][C:26]([CH3:30])=[CH:25][C:24]=2[Cl:31])=[CH:15][CH:14]=1)=[O:6].Cl, predict the reaction product. The product is: [C:35]([O:34][C:32]([N:9]1[CH2:10][CH2:11][C:12]([C:13]2[CH:18]=[CH:17][C:16]([O:19][CH2:20][CH2:21][O:22][C:23]3[C:28]([Cl:29])=[CH:27][C:26]([CH3:30])=[CH:25][C:24]=3[Cl:31])=[CH:15][CH:14]=2)=[C:7]([C:5]([OH:6])=[O:4])[CH2:8]1)=[O:33])([CH3:38])([CH3:36])[CH3:37]. (6) Given the reactants [Br:1][C:2]1[CH:7]=[CH:6][C:5]([CH:8]([C:13]2[CH:18]=[CH:17][C:16]([Cl:19])=[CH:15][CH:14]=2)[CH2:9][C:10](O)=[O:11])=[CH:4][CH:3]=1.CN.Cl.[CH3:23][N:24](C)CCCC(N=C=N)C, predict the reaction product. The product is: [Br:1][C:2]1[CH:7]=[CH:6][C:5]([CH:8]([C:13]2[CH:18]=[CH:17][C:16]([Cl:19])=[CH:15][CH:14]=2)[CH2:9][C:10]([NH:24][CH3:23])=[O:11])=[CH:4][CH:3]=1. (7) The product is: [Cl:29][C:24]1[CH:25]=[CH:26][CH:27]=[CH:28][C:23]=1[C:22]([N:11]([C:12]1[CH:17]=[CH:16][C:15]([O:18][CH3:19])=[C:14]([O:20][CH3:21])[CH:13]=1)[C:8]1[S:9][CH:10]=[C:6]([C:4]([OH:5])=[O:3])[N:7]=1)=[O:30]. Given the reactants C([O:3][C:4]([C:6]1[N:7]=[C:8]([N:11]([C:22](=[O:30])[C:23]2[CH:28]=[CH:27][CH:26]=[CH:25][C:24]=2[Cl:29])[C:12]2[CH:17]=[CH:16][C:15]([O:18][CH3:19])=[C:14]([O:20][CH3:21])[CH:13]=2)[S:9][CH:10]=1)=[O:5])C.C(O)(=O)C.Cl, predict the reaction product.